This data is from Catalyst prediction with 721,799 reactions and 888 catalyst types from USPTO. The task is: Predict which catalyst facilitates the given reaction. (1) Reactant: [O:1]=[C:2]([C:9]1[S:10][CH:11]=[C:12]([C:14]2[CH:19]=[CH:18][CH:17]=[CH:16][CH:15]=2)[N:13]=1)[CH2:3][C:4]([O:6][CH2:7][CH3:8])=[O:5].CO[CH:22](OC)[N:23]([CH3:25])[CH3:24]. Product: [CH3:22][N:23]([CH3:25])/[CH:24]=[C:3](/[C:2]([C:9]1[S:10][CH:11]=[C:12]([C:14]2[CH:19]=[CH:18][CH:17]=[CH:16][CH:15]=2)[N:13]=1)=[O:1])\[C:4]([O:6][CH2:7][CH3:8])=[O:5]. The catalyst class is: 8. (2) Reactant: [H-].[Na+].[CH:3]1([S:6]([NH2:9])(=[O:8])=[O:7])[CH2:5][CH2:4]1.[CH:10]([C@@H:13]1[CH2:17][O:16][C:15](=[O:18])[N:14]1[C:19]1[CH:20]=[C:21]([CH:25]2[C:34]([CH3:36])([CH3:35])[CH2:33][C:32]3[C:27](=[CH:28][CH:29]=[C:30]([C:37](O)=[O:38])[CH:31]=3)[NH:26]2)[CH:22]=[CH:23][CH:24]=1)([CH3:12])[CH3:11].C(N1C=CN=C1)(N1C=CN=C1)=O. Product: [CH:10]([C@@H:13]1[CH2:17][O:16][C:15](=[O:18])[N:14]1[C:19]1[CH:20]=[C:21]([CH:25]2[C:34]([CH3:36])([CH3:35])[CH2:33][C:32]3[C:27](=[CH:28][CH:29]=[C:30]([C:37]([NH:9][S:6]([CH:3]4[CH2:5][CH2:4]4)(=[O:8])=[O:7])=[O:38])[CH:31]=3)[NH:26]2)[CH:22]=[CH:23][CH:24]=1)([CH3:12])[CH3:11]. The catalyst class is: 9. (3) Reactant: [N+:1]([C:4]1[C:9]([CH2:10][OH:11])=[CH:8][CH:7]=[CH:6][C:5]=1[CH2:12][OH:13])([O-:3])=[O:2].CN(C=O)C.N1C=CN=C1.[Si:24](Cl)([C:27]([CH3:30])([CH3:29])[CH3:28])([CH3:26])[CH3:25]. Product: [Si:24]([O:13][CH2:12][C:5]1[C:4]([N+:1]([O-:3])=[O:2])=[C:9]([CH2:10][OH:11])[CH:8]=[CH:7][CH:6]=1)([C:27]([CH3:30])([CH3:29])[CH3:28])([CH3:26])[CH3:25]. The catalyst class is: 13. (4) Reactant: C([O:4][C:5](=[O:24])[CH:6]([O:11][C:12]1[CH:17]=[CH:16][C:15]([C:18]#[N:19])=[C:14]([C:20]([F:23])([F:22])[F:21])[CH:13]=1)[CH2:7][CH:8]([CH3:10])[CH3:9])(C)C.[Li+].[OH-]. Product: [C:18]([C:15]1[CH:16]=[CH:17][C:12]([O:11][CH:6]([CH2:7][CH:8]([CH3:10])[CH3:9])[C:5]([OH:24])=[O:4])=[CH:13][C:14]=1[C:20]([F:21])([F:23])[F:22])#[N:19]. The catalyst class is: 6. (5) Reactant: [C:12]([O:11][C:9](O[C:9]([O:11][C:12]([CH3:15])([CH3:14])[CH3:13])=[O:10])=[O:10])([CH3:15])([CH3:14])[CH3:13].[NH2:16][C:17]1[CH:18]=[CH:19][CH:20]=[C:21]2[C:25]=1[NH:24][C:23]([C:26]([O:28][CH2:29][CH3:30])=[O:27])=[CH:22]2.C(N(CC)CC)C. Product: [CH3:15][C:12]([O:11][C:9]([NH:16][C:17]1[CH:18]=[CH:19][CH:20]=[C:21]2[C:25]=1[NH:24][C:23]([C:26]([O:28][CH2:29][CH3:30])=[O:27])=[CH:22]2)=[O:10])([CH3:13])[CH3:14]. The catalyst class is: 46. (6) Reactant: [H-].[Na+].[F:3][CH:4]1[CH2:9][CH2:8][CH2:7][CH2:6][CH:5]1[C:10]1[C:11]2[S:17][C:16]([C:18]([O:20][CH3:21])=[O:19])=[CH:15][C:12]=2[NH:13][CH:14]=1.Br[CH2:23][C:24]([O:26][CH3:27])=[O:25]. Product: [F:3][CH:4]1[CH2:9][CH2:8][CH2:7][CH2:6][CH:5]1[C:10]1[C:11]2[S:17][C:16]([C:18]([O:20][CH3:21])=[O:19])=[CH:15][C:12]=2[N:13]([CH2:23][C:24]([O:26][CH3:27])=[O:25])[CH:14]=1. The catalyst class is: 3. (7) Reactant: [NH2:1][CH2:2][CH2:3][OH:4].C(N(CC)C(C)C)(C)C.[C:14]([Si:18](Cl)([CH3:20])[CH3:19])([CH3:17])([CH3:16])[CH3:15].O. Product: [Si:18]([O:4][CH2:3][CH2:2][NH2:1])([C:14]([CH3:17])([CH3:16])[CH3:15])([CH3:20])[CH3:19]. The catalyst class is: 4.